From a dataset of Tyrosyl-DNA phosphodiesterase HTS with 341,365 compounds. Binary Classification. Given a drug SMILES string, predict its activity (active/inactive) in a high-throughput screening assay against a specified biological target. (1) The molecule is S(=O)(=O)(N(c1c(C(=O)Nc2c(C(=O)NCCC)cccc2)cccc1)C)c1ccccc1. The result is 0 (inactive). (2) The drug is S=C(N1CCC(NC(=O)c2cc(F)ccc2)CC1)NCc1occc1. The result is 0 (inactive). (3) The compound is s1c(C(N2CCN(CC2)Cc2ccccc2)c2ccc(cc2)C)c(O)n2nc(nc12)c1occc1. The result is 0 (inactive). (4) The molecule is O=C(N1CCCCC1)CC(c1ccccc1)c1occc1. The result is 0 (inactive). (5) The compound is o1nc(n2nnc(c2c2ccc(cc2)C)C(=O)N\N=C\c2ccc(N(CC)CC)cc2)c(n1)N. The result is 0 (inactive). (6) The compound is O(C(=O)C1CN(C(=O)C1)CCc1ccccc1)Cc1oc(nn1)c1ccc([N+]([O-])=O)cc1. The result is 0 (inactive). (7) The molecule is O=c1n(CC(=O)NCCC(=O)Nc2cc(OC)c(OC)c(OC)c2)ccc2c1cccc2. The result is 0 (inactive). (8) The molecule is s1c=2n(nc1CC)C(=N)/C(=C\c1n(c3ccc(OC)cc3)ccc1)C(=O)N2. The result is 0 (inactive).